From a dataset of Full USPTO retrosynthesis dataset with 1.9M reactions from patents (1976-2016). Predict the reactants needed to synthesize the given product. (1) Given the product [N:21]([C:4]1[CH:5]=[CH:6][C:7]([O:8][C:9]2[C:14]([C:15]3[CH:20]=[CH:19][N:18]=[CH:17][N:16]=3)=[CH:13][CH:12]=[CH:11][N:10]=2)=[C:2]([CH3:1])[CH:3]=1)=[C:22]=[O:23], predict the reactants needed to synthesize it. The reactants are: [CH3:1][C:2]1[CH:3]=[C:4]([NH2:21])[CH:5]=[CH:6][C:7]=1[O:8][C:9]1[C:14]([C:15]2[CH:20]=[CH:19][N:18]=[CH:17][N:16]=2)=[CH:13][CH:12]=[CH:11][N:10]=1.[C:22](=O)(O)[O-:23].[Na+].C(Cl)(Cl)=O. (2) Given the product [F:33][C:13]([F:12])([F:32])[C:14]1[CH:18]=[C:17]([C:19]([F:22])([F:20])[F:21])[N:16]([CH2:23][C:24]2[CH:30]=[CH:29][C:27]([N:28]3[C:1](=[O:11])[C:2]4[C:3](=[CH:7][CH:8]=[CH:9][CH:10]=4)[C:4]3=[O:6])=[C:26]([CH3:31])[CH:25]=2)[N:15]=1, predict the reactants needed to synthesize it. The reactants are: [C:1]1(=[O:11])[O:6][C:4](=O)[C:3]2=[CH:7][CH:8]=[CH:9][CH:10]=[C:2]12.[F:12][C:13]([F:33])([F:32])[C:14]1[CH:18]=[C:17]([C:19]([F:22])([F:21])[F:20])[N:16]([CH2:23][C:24]2[CH:30]=[CH:29][C:27]([NH2:28])=[C:26]([CH3:31])[CH:25]=2)[N:15]=1. (3) Given the product [N:1]1([C:28]2[C:29]3[CH2:39][CH2:38][CH2:37][C:36]4[CH:40]=[CH:41][CH:42]=[CH:43][C:35]=4[C:30]=3[N:31]=[CH:32][N:33]=2)[CH2:2][CH2:9][NH:8][CH2:7][CH2:10]1, predict the reactants needed to synthesize it. The reactants are: [N:1]1([C:10](OC(C)(C)C)=O)CCCC2[CH2:7][NH:8][CH2:9][CH:2]12.CC1C=CC(S(O[C:28]2[C:29]3[CH2:39][CH2:38][CH2:37][C:36]4[CH:40]=[CH:41][CH:42]=[CH:43][C:35]=4[C:30]=3[N:31]=[C:32](N)[N:33]=2)(=O)=O)=CC=1. (4) Given the product [F:11][C:12]1[CH:13]=[C:14]([C:18]([N:20]=[C:21]=[S:22])=[O:19])[CH:15]=[CH:16][CH:17]=1.[CH3:23][O:24][C:25]1[CH:26]=[C:27]2[C:32](=[CH:33][C:34]=1[O:35][CH3:36])[N:31]=[CH:30][CH:29]=[C:28]2[O:37][C:38]1[CH:44]=[CH:43][C:41]([NH:42][C:21]([NH:20][C:18](=[O:19])[C:14]2[CH:15]=[CH:16][CH:17]=[C:12]([F:11])[CH:13]=2)=[S:22])=[C:40]([CH3:45])[CH:39]=1, predict the reactants needed to synthesize it. The reactants are: FC1C=C(C(Cl)=O)C=CC=1.[F:11][C:12]1[CH:13]=[C:14]([C:18]([N:20]=[C:21]=[S:22])=[O:19])[CH:15]=[CH:16][CH:17]=1.[CH3:23][O:24][C:25]1[CH:26]=[C:27]2[C:32](=[CH:33][C:34]=1[O:35][CH3:36])[N:31]=[CH:30][CH:29]=[C:28]2[O:37][C:38]1[CH:44]=[CH:43][C:41]([NH2:42])=[C:40]([CH3:45])[CH:39]=1.C1(C)C=CC=CC=1. (5) Given the product [Cl:29][C:20]1[CH:21]=[C:22]([CH:27]=[CH:28][C:19]=1[N:17]([CH3:18])[C:15]([C:13]1[S:12][C:11]2[C:5]3[CH:4]=[CH:3][C:2]([C:31]#[N:32])=[CH:30][C:6]=3[O:7][CH2:8][CH2:9][C:10]=2[CH:14]=1)=[O:16])[C:23]([O:25][CH3:26])=[O:24], predict the reactants needed to synthesize it. The reactants are: Br[C:2]1[CH:3]=[CH:4][C:5]2[C:11]3[S:12][C:13]([C:15]([N:17]([C:19]4[CH:28]=[CH:27][C:22]([C:23]([O:25][CH3:26])=[O:24])=[CH:21][C:20]=4[Cl:29])[CH3:18])=[O:16])=[CH:14][C:10]=3[CH2:9][CH2:8][O:7][C:6]=2[CH:30]=1.[C:31]([Cu])#[N:32]. (6) Given the product [O:1]1[C:5]2[CH:6]=[CH:7][CH:8]=[CH:9][C:4]=2[N:3]=[C:2]1[NH:10][CH2:11][CH2:12][O:13][C:14]1[CH:21]=[CH:20][C:17]([CH:18]=[C:26]2[S:22][C:23](=[O:28])[NH:24][C:25]2=[O:27])=[CH:16][CH:15]=1, predict the reactants needed to synthesize it. The reactants are: [O:1]1[C:5]2[CH:6]=[CH:7][CH:8]=[CH:9][C:4]=2[N:3]=[C:2]1[NH:10][CH2:11][CH2:12][O:13][C:14]1[CH:21]=[CH:20][C:17]([CH:18]=O)=[CH:16][CH:15]=1.[S:22]1[CH2:26][C:25](=[O:27])[NH:24][C:23]1=[O:28]. (7) Given the product [N:6]1([CH2:5][CH2:4][C:3]([OH:15])=[O:2])[CH:14]=[C:12]([CH3:13])[C:10](=[O:11])[NH:9][C:7]1=[O:8], predict the reactants needed to synthesize it. The reactants are: C[O:2][C:3](=[O:15])[CH2:4][CH2:5][N:6]1[CH:14]=[C:12]([CH3:13])[C:10](=[O:11])[NH:9][C:7]1=[O:8].Cl. (8) Given the product [Br:1][C:2]1[CH:11]=[C:10]2[C:5]([N:6]=[CH:7][C:8]([Cl:20])=[N:9]2)=[CH:4][CH:3]=1, predict the reactants needed to synthesize it. The reactants are: [Br:1][C:2]1[CH:11]=[C:10]2[C:5]([N:6]=[CH:7][C:8](=O)[NH:9]2)=[CH:4][CH:3]=1.CN(C=O)C.O=P(Cl)(Cl)[Cl:20]. (9) Given the product [C:1]([C:4]1[C:9]([C:10]2[CH:15]=[CH:14][CH:13]=[CH:12][CH:11]=2)=[N:8][N:7]([CH2:16][CH3:17])[C:6](=[O:18])[C:5]=1[NH:19][C:27]1[CH:26]=[CH:25][CH:24]=[CH:23][N:22]=1)(=[O:3])[CH3:2], predict the reactants needed to synthesize it. The reactants are: [C:1]([C:4]1[C:9]([C:10]2[CH:15]=[CH:14][CH:13]=[CH:12][CH:11]=2)=[N:8][N:7]([CH2:16][CH3:17])[C:6](=[O:18])[C:5]=1[N+:19]([O-])=O)(=[O:3])[CH3:2].[NH2:22][C:23]1C=[CH:27][CH:26]=[CH:25][CH:24]=1.NC1C=CC=CN=1. (10) The reactants are: [Cl:1][C:2]1[CH:10]=[C:6]([C:7]([OH:9])=O)[C:5]([OH:11])=[CH:4][CH:3]=1.[NH2:12][C:13]1[S:14][CH:15]=[C:16]([C:18]2[CH:23]=[CH:22][C:21]([O:24][CH3:25])=[CH:20][CH:19]=2)[N:17]=1. Given the product [Cl:1][C:2]1[CH:3]=[CH:4][C:5]([OH:11])=[C:6]([CH:10]=1)[C:7]([NH:12][C:13]1[S:14][CH:15]=[C:16]([C:18]2[CH:19]=[CH:20][C:21]([O:24][CH3:25])=[CH:22][CH:23]=2)[N:17]=1)=[O:9], predict the reactants needed to synthesize it.